Dataset: Peptide-MHC class I binding affinity with 185,985 pairs from IEDB/IMGT. Task: Regression. Given a peptide amino acid sequence and an MHC pseudo amino acid sequence, predict their binding affinity value. This is MHC class I binding data. (1) The MHC is HLA-A24:02 with pseudo-sequence HLA-A24:02. The binding affinity (normalized) is 0.0195. The peptide sequence is FANYNFTLV. (2) The peptide sequence is PEDDGTDWF. The MHC is HLA-A25:01 with pseudo-sequence HLA-A25:01. The binding affinity (normalized) is 0.0847.